Dataset: Peptide-MHC class I binding affinity with 185,985 pairs from IEDB/IMGT. Task: Regression. Given a peptide amino acid sequence and an MHC pseudo amino acid sequence, predict their binding affinity value. This is MHC class I binding data. (1) The MHC is HLA-B39:01 with pseudo-sequence HLA-B39:01. The peptide sequence is GWPDNYCEW. The binding affinity (normalized) is 0.0847. (2) The peptide sequence is EGYVFYEN. The MHC is H-2-Kb with pseudo-sequence H-2-Kb. The binding affinity (normalized) is 0.124. (3) The peptide sequence is RDRFKRTSF. The MHC is HLA-B27:03 with pseudo-sequence HLA-B27:03. The binding affinity (normalized) is 0.0847. (4) The peptide sequence is LTAHYCFLY. The MHC is SLA-10401 with pseudo-sequence SLA-10401. The binding affinity (normalized) is 0.0847.